This data is from Reaction yield outcomes from USPTO patents with 853,638 reactions. The task is: Predict the reaction yield, written as a fraction of the theoretical maximum amount of product (1.0 means a 100% yield; for example, 0.34 means a 34% yield). The reactants are [Cl:1][C:2]1[N:7]=[C:6]([C:8]([C:10]2[C:11](F)=[N:12][CH:13]=[CH:14][CH:15]=2)=[O:9])[C:5]([C:17]([F:20])([F:19])[F:18])=[CH:4][CH:3]=1.[OH-].[NH4+:22]. No catalyst specified. The product is [NH2:22][C:11]1[C:10]([C:8]([C:6]2[C:5]([C:17]([F:20])([F:19])[F:18])=[CH:4][CH:3]=[C:2]([Cl:1])[N:7]=2)=[O:9])=[CH:15][CH:14]=[CH:13][N:12]=1. The yield is 0.940.